This data is from Reaction yield outcomes from USPTO patents with 853,638 reactions. The task is: Predict the reaction yield, written as a fraction of the theoretical maximum amount of product (1.0 means a 100% yield; for example, 0.34 means a 34% yield). (1) The reactants are [F:1][C:2]1[CH:3]=[C:4]([Mg]Br)[CH:5]=[CH:6][CH:7]=1.[N:10]12[CH2:17][CH2:16][C:13]([C:18]([O:20]CC)=O)([CH2:14][CH2:15]1)[CH2:12][CH2:11]2. The catalyst is C1COCC1. The product is [N:10]12[CH2:11][CH2:12][C:13]([C:18]([C:6]3[CH:5]=[CH:4][CH:3]=[C:2]([F:1])[CH:7]=3)([C:4]3[CH:5]=[CH:6][CH:7]=[C:2]([F:1])[CH:3]=3)[OH:20])([CH2:14][CH2:15]1)[CH2:16][CH2:17]2. The yield is 0.767. (2) The reactants are ClC(OC(Cl)C)=O.C([N:15]1[CH2:19][C@@H:18]([C:20]2[CH:25]=[CH:24][C:23]([Cl:26])=[C:22]([Cl:27])[CH:21]=2)[C@H:17]([C:28]([O:30][CH3:31])=[O:29])[CH2:16]1)C1C=CC=CC=1. The catalyst is ClCCCl. The product is [Cl:27][C:22]1[CH:21]=[C:20]([C@@H:18]2[CH2:19][NH:15][CH2:16][C@H:17]2[C:28]([O:30][CH3:31])=[O:29])[CH:25]=[CH:24][C:23]=1[Cl:26]. The yield is 0.980. (3) The reactants are [BH4-].[Na+].[CH3:3][O:4][C:5](=[O:43])[C:6]1[CH:11]=[C:10]([NH:12][CH3:13])[CH:9]=[C:8]([NH:14][C:15](=[O:42])[CH2:16][N:17]2[N:23]=[C:22]([CH:24]3[CH2:29][CH2:28][CH2:27][CH2:26][CH2:25]3)[C:21]3[CH:30]=[CH:31][CH:32]=[CH:33][C:20]=3[N:19]([CH2:34][C:35](=[O:40])[C:36]([CH3:39])([CH3:38])[CH3:37])[C:18]2=[O:41])[CH:7]=1.[NH4+].[Cl-]. The catalyst is CO. The product is [CH3:3][O:4][C:5](=[O:43])[C:6]1[CH:11]=[C:10]([NH:12][CH3:13])[CH:9]=[C:8]([NH:14][C:15](=[O:42])[CH2:16][N:17]2[N:23]=[C:22]([CH:24]3[CH2:29][CH2:28][CH2:27][CH2:26][CH2:25]3)[C:21]3[CH:30]=[CH:31][CH:32]=[CH:33][C:20]=3[N:19]([CH2:34][CH:35]([OH:40])[C:36]([CH3:38])([CH3:39])[CH3:37])[C:18]2=[O:41])[CH:7]=1. The yield is 0.970. (4) The reactants are [CH3:1][C:2]1[CH:7]=[C:6]([O:8][CH2:9][CH2:10][CH2:11][S:12]([CH3:15])(=[O:14])=[O:13])[CH:5]=[C:4]([CH3:16])[C:3]=1[C:17]1[CH:22]=[CH:21][CH:20]=[C:19]([CH2:23][O:24][C:25]2[CH:37]=[CH:36][C:28]3[C:29]([CH2:32][C:33]([OH:35])=[O:34])=[CH:30][O:31][C:27]=3[CH:26]=2)[CH:18]=1.CO.C1COCC1.C(N(CC)CC)C. The catalyst is CCCCCC.C(O)(C)C.C[C@@H](P(C1CCCCC1)C1CCCCC1)[C]1[C](P(C2C=CC=CC=2)C2C=CC=CC=2)[CH][CH][CH]1.[CH]1[CH][CH][CH][CH]1.[Fe]. The product is [CH3:16][C:4]1[CH:5]=[C:6]([O:8][CH2:9][CH2:10][CH2:11][S:12]([CH3:15])(=[O:14])=[O:13])[CH:7]=[C:2]([CH3:1])[C:3]=1[C:17]1[CH:22]=[CH:21][CH:20]=[C:19]([CH2:23][O:24][C:25]2[CH:37]=[CH:36][C:28]3[C@@H:29]([CH2:32][C:33]([OH:35])=[O:34])[CH2:30][O:31][C:27]=3[CH:26]=2)[CH:18]=1. The yield is 0.270. (5) The reactants are CO[C:3]([C:5]1[NH:6][N:7]=[C:8]([O:10][CH2:11][C:12]2[C:13]([C:18]3[CH:23]=[CH:22][CH:21]=[CH:20][CH:19]=3)=[N:14][O:15][C:16]=2[CH3:17])[CH:9]=1)=[O:4].[CH3:24][N:25]([CH3:27])[NH2:26]. No catalyst specified. The product is [CH3:24][N:25]([CH3:27])[NH:26][C:3]([C:5]1[NH:6][N:7]=[C:8]([O:10][CH2:11][C:12]2[C:13]([C:18]3[CH:19]=[CH:20][CH:21]=[CH:22][CH:23]=3)=[N:14][O:15][C:16]=2[CH3:17])[CH:9]=1)=[O:4]. The yield is 0.240. (6) The reactants are [Cl:1][C:2]1[CH:3]=[N+:4]([O-:27])[CH:5]=[C:6]([Cl:26])[C:7]=1[CH2:8][C@@H:9]([C:11]1[CH:16]=[CH:15][C:14]([O:17][CH:18]([F:20])[F:19])=[C:13]([O:21][CH2:22][CH:23]2[CH2:25][CH2:24]2)[CH:12]=1)[OH:10].[C:28](Cl)(=[O:39])[O:29][C:30]1[CH:35]=[CH:34][C:33]([N+:36]([O-:38])=[O:37])=[CH:32][CH:31]=1. The catalyst is CN(C1C=CN=CC=1)C.C(Cl)Cl. The product is [Cl:1][C:2]1[CH:3]=[N+:4]([O-:27])[CH:5]=[C:6]([Cl:26])[C:7]=1[CH2:8][C@@H:9]([C:11]1[CH:16]=[CH:15][C:14]([O:17][CH:18]([F:20])[F:19])=[C:13]([O:21][CH2:22][CH:23]2[CH2:25][CH2:24]2)[CH:12]=1)[O:10][C:28]([O:29][C:30]1[CH:31]=[CH:32][C:33]([N+:36]([O-:38])=[O:37])=[CH:34][CH:35]=1)=[O:39]. The yield is 0.770. (7) The reactants are [C:1]([O:5][C:6]([CH:8]1[CH2:16][CH:15]2[CH:10]([CH2:11][CH2:12][CH2:13][CH2:14]2)[N:9]1[C:17](=[O:44])[CH:18]([NH:23][C:24](=[O:43])[CH:25]([NH:32]C(OCC1C=CC=CC=1)=O)[CH:26]1[CH2:31][CH2:30][CH2:29][CH2:28][CH2:27]1)[C:19]([CH3:22])([CH3:21])[CH3:20])=[O:7])([CH3:4])([CH3:3])[CH3:2]. The catalyst is CCO.[OH-].[OH-].[Pd+2]. The product is [C:1]([O:5][C:6]([CH:8]1[CH2:16][CH:15]2[CH:10]([CH2:11][CH2:12][CH2:13][CH2:14]2)[N:9]1[C:17](=[O:44])[CH:18]([NH:23][C:24](=[O:43])[CH:25]([NH2:32])[CH:26]1[CH2:27][CH2:28][CH2:29][CH2:30][CH2:31]1)[C:19]([CH3:22])([CH3:21])[CH3:20])=[O:7])([CH3:2])([CH3:3])[CH3:4]. The yield is 1.00. (8) The reactants are [CH3:1][O:2][C:3]1[CH:8]=[CH:7][CH:6]=[CH:5][N:4]=1.C1C(=O)N([Br:16])C(=O)C1. The catalyst is C(#N)C. The product is [Br:16][C:6]1[CH:7]=[CH:8][C:3]([O:2][CH3:1])=[N:4][CH:5]=1. The yield is 0.840. (9) The reactants are [CH3:1][C:2]1[CH:3]=[C:4]([CH:31]=[C:32]([CH3:34])[CH:33]=1)[O:5][C:6]1[CH:11]=[CH:10][C:9]([N+:12]([O-])=O)=[CH:8][C:7]=1[S:15]([N:18]1[CH2:23][CH2:22][N:21]([C:24]([O:26][C:27]([CH3:30])([CH3:29])[CH3:28])=[O:25])[CH2:20][CH2:19]1)(=[O:17])=[O:16]. The yield is 0.940. The catalyst is CO.[Pd]. The product is [NH2:12][C:9]1[CH:10]=[CH:11][C:6]([O:5][C:4]2[CH:3]=[C:2]([CH3:1])[CH:33]=[C:32]([CH3:34])[CH:31]=2)=[C:7]([S:15]([N:18]2[CH2:19][CH2:20][N:21]([C:24]([O:26][C:27]([CH3:30])([CH3:29])[CH3:28])=[O:25])[CH2:22][CH2:23]2)(=[O:17])=[O:16])[CH:8]=1. (10) The reactants are [Na].[OH:2][C:3]1[CH:10]=[CH:9][C:6]([CH:7]=[O:8])=[CH:5][CH:4]=1.[Cl:11][P:12]1([Cl:22])[N:17]=[P:16](Cl)([Cl:18])[N:15]=[P:14]([Cl:21])([Cl:20])[N:13]=1. The catalyst is C1COCC1. The product is [Cl:20][P:14]1([Cl:21])[N:15]=[P:16]([Cl:18])([O:2][C:3]2[CH:10]=[CH:9][C:6]([CH:7]=[O:8])=[CH:5][CH:4]=2)[N:17]=[P:12]([Cl:22])([Cl:11])[N:13]=1. The yield is 0.750.